Task: Predict the reaction yield, written as a fraction of the theoretical maximum amount of product (1.0 means a 100% yield; for example, 0.34 means a 34% yield).. Dataset: Reaction yield outcomes from USPTO patents with 853,638 reactions (1) The reactants are [C:1]([C:3]1[CH:8]=[C:7]([O:9][CH3:10])[C:6]([OH:11])=[CH:5][C:4]=1[N:12]=[CH:13][N:14]([CH3:16])[CH3:15])#[N:2].C(=O)([O-])[O-].[Cs+].[Cs+].Br[CH2:24][CH2:25][CH2:26][Cl:27]. The catalyst is C(#N)C. The product is [Cl:27][CH2:26][CH2:25][CH2:24][O:11][C:6]1[C:7]([O:9][CH3:10])=[CH:8][C:3]([C:1]#[N:2])=[C:4]([N:12]=[CH:13][N:14]([CH3:15])[CH3:16])[CH:5]=1. The yield is 0.910. (2) The reactants are [OH:1][C@@H:2]1[CH2:11][CH2:10][C:5]2([O:9][CH2:8][CH2:7][O:6]2)[CH2:4][C@:3]1([CH3:17])[C:12]([O:14][CH2:15][CH3:16])=[O:13].[H-].[Na+].[CH2:20](Br)[C:21]1[CH:26]=[CH:25][CH:24]=[CH:23][CH:22]=1. The product is [CH2:20]([O:1][C@@H:2]1[CH2:11][CH2:10][C:5]2([O:9][CH2:8][CH2:7][O:6]2)[CH2:4][C@:3]1([CH3:17])[C:12]([O:14][CH2:15][CH3:16])=[O:13])[C:21]1[CH:26]=[CH:25][CH:24]=[CH:23][CH:22]=1. The yield is 0.800. The catalyst is CN(C=O)C.CCOC(C)=O.